From a dataset of Full USPTO retrosynthesis dataset with 1.9M reactions from patents (1976-2016). Predict the reactants needed to synthesize the given product. (1) Given the product [CH3:41][S:38]([O-:42])(=[O:40])=[O:39].[F:37][C:34]([F:35])([F:36])[C:31]1([C:29]2[O:28][N:27]=[C:26]([NH:25][C:23](=[O:24])[NH:22][C:19]3[CH:20]=[CH:21][C:16]([C:13]4[CH:12]=[CH:11][C:10]([NH:9][CH2:8][CH2:7][NH+:4]5[CH2:3][CH2:2][O:1][CH2:6][CH2:5]5)=[N:15][CH:14]=4)=[CH:17][CH:18]=3)[CH:30]=2)[CH2:33][CH2:32]1, predict the reactants needed to synthesize it. The reactants are: [O:1]1[CH2:6][CH2:5][N:4]([CH2:7][CH2:8][NH:9][C:10]2[N:15]=[CH:14][C:13]([C:16]3[CH:21]=[CH:20][C:19]([NH:22][C:23]([NH:25][C:26]4[CH:30]=[C:29]([C:31]5([C:34]([F:37])([F:36])[F:35])[CH2:33][CH2:32]5)[O:28][N:27]=4)=[O:24])=[CH:18][CH:17]=3)=[CH:12][CH:11]=2)[CH2:3][CH2:2]1.[S:38]([OH:42])([CH3:41])(=[O:40])=[O:39]. (2) Given the product [C:10]([C:9]1[CH:12]=[CH:13][C:6]([NH:5][C:16](=[O:15])[C:17]2[CH:22]=[CH:21][C:20]([CH3:23])=[C:19]([NH:24][C:25]3[S:26][CH:27]=[C:28]([C:30]4[CH:35]=[CH:34][N:33]=[CH:32][CH:31]=4)[N:29]=3)[CH:18]=2)=[CH:7][CH:8]=1)#[N:11], predict the reactants needed to synthesize it. The reactants are: C[Al](C)C.[NH2:5][C:6]1[CH:13]=[CH:12][C:9]([C:10]#[N:11])=[CH:8][CH:7]=1.C[O:15][C:16](=O)[C:17]1[CH:22]=[CH:21][C:20]([CH3:23])=[C:19]([NH:24][C:25]2[S:26][CH:27]=[C:28]([C:30]3[CH:35]=[CH:34][N:33]=[CH:32][CH:31]=3)[N:29]=2)[CH:18]=1. (3) Given the product [CH2:1]([N:8]1[C:13](=[O:14])[C:12]([C:15]2[CH:20]=[CH:19][C:18]([O:21][C:22]3[C:31]4[C:26](=[CH:27][C:28]([O:34][CH2:38][CH2:39][CH2:40][N:41]5[CH2:46][CH2:45][N:44]([CH3:47])[CH2:43][CH2:42]5)=[C:29]([O:32][CH3:33])[CH:30]=4)[N:25]=[CH:24][CH:23]=3)=[C:17]([F:35])[CH:16]=2)=[CH:11][N:10]=[CH:9]1)[C:2]1[CH:7]=[CH:6][CH:5]=[CH:4][CH:3]=1, predict the reactants needed to synthesize it. The reactants are: [CH2:1]([N:8]1[C:13](=[O:14])[C:12]([C:15]2[CH:20]=[CH:19][C:18]([O:21][C:22]3[C:31]4[C:26](=[CH:27][C:28]([OH:34])=[C:29]([O:32][CH3:33])[CH:30]=4)[N:25]=[CH:24][CH:23]=3)=[C:17]([F:35])[CH:16]=2)=[CH:11][N:10]=[CH:9]1)[C:2]1[CH:7]=[CH:6][CH:5]=[CH:4][CH:3]=1.Cl.Cl[CH2:38][CH2:39][CH2:40][N:41]1[CH2:46][CH2:45][N:44]([CH3:47])[CH2:43][CH2:42]1.